Task: Binary Classification. Given a drug SMILES string, predict its activity (active/inactive) in a high-throughput screening assay against a specified biological target.. Dataset: HIV replication inhibition screening data with 41,000+ compounds from the AIDS Antiviral Screen The compound is C[P+](Cc1ccccc1)(c1ccccc1)c1ccccc1.[Br-]. The result is 0 (inactive).